Dataset: HIV replication inhibition screening data with 41,000+ compounds from the AIDS Antiviral Screen. Task: Binary Classification. Given a drug SMILES string, predict its activity (active/inactive) in a high-throughput screening assay against a specified biological target. The compound is Oc1ccc2c(c1)OCC1c3cc4c(cc3OC21)OCO4. The result is 0 (inactive).